From a dataset of Forward reaction prediction with 1.9M reactions from USPTO patents (1976-2016). Predict the product of the given reaction. (1) Given the reactants Cl[C:2]1[N:7]=[CH:6][N:5]=[C:4]([NH:8][C:9]2[CH:14]=[CH:13][C:12]([N:15]3[CH2:20][CH2:19][O:18][CH2:17][CH2:16]3)=[CH:11][CH:10]=2)[N:3]=1.[C:21]([C:23]1[CH:28]=[C:27](B2OC(C)(C)C(C)(C)O2)[CH:26]=[CH:25][C:24]=1[NH:38][C:39]([CH:41]1[CH2:43][CH2:42]1)=[O:40])#[N:22].C1(P(C2C=CC=CC=2)C2C=CC=CC=2)C=CC=CC=1.C(=O)([O-])[O-].[Na+].[Na+], predict the reaction product. The product is: [C:21]([C:23]1[CH:28]=[C:27]([C:2]2[N:3]=[C:4]([NH:8][C:9]3[CH:14]=[CH:13][C:12]([N:15]4[CH2:20][CH2:19][O:18][CH2:17][CH2:16]4)=[CH:11][CH:10]=3)[N:5]=[CH:6][N:7]=2)[CH:26]=[CH:25][C:24]=1[NH:38][C:39]([CH:41]1[CH2:43][CH2:42]1)=[O:40])#[N:22]. (2) Given the reactants [OH:1][C@@H:2]1[CH2:6][N:5]([C:7]([O:9][C:10]([CH3:13])([CH3:12])[CH3:11])=[O:8])[C@H:4]([C:14]([O:16][CH3:17])=[O:15])[CH2:3]1.S(=O)(O)[O-].C([N+](CCCC)(CCCC)CCCC)CCC.[OH-].[Na+].O.[Br:42][CH2:43][CH2:44]Br, predict the reaction product. The product is: [Br:42][CH2:43][CH2:44][O:1][C@@H:2]1[CH2:6][N:5]([C:7]([O:9][C:10]([CH3:11])([CH3:12])[CH3:13])=[O:8])[C@H:4]([C:14]([O:16][CH3:17])=[O:15])[CH2:3]1. (3) Given the reactants [CH2:1]=[O:2].S(=O)(=O)(O)O.[C:8]1([C:14]2[CH:19]=[CH:18][CH:17]=[CH:16][CH:15]=2)[CH:13]=[CH:12][CH:11]=[CH:10][CH:9]=1.C(C1C=CC=CC=1)C, predict the reaction product. The product is: [C:8]1([C:14]2[CH:15]=[CH:16][CH:17]=[CH:18][CH:19]=2)[C:13]([CH:1]=[O:2])=[CH:12][CH:11]=[CH:10][CH:9]=1. (4) Given the reactants [CH3:1][O:2][C:3]1[C:8]([CH3:9])=[C:7]([C:10]2[CH:11]=[CH:12][C:13]3[C:14]4[N:23]([C@H:24]5[CH2:28][CH2:27][O:26][CH2:25]5)[N:22]=[CH:21][C:15]=4[C:16](=[O:20])[NH:17][C:18]=3[CH:19]=2)[C:6]([CH3:29])=[CH:5][N:4]=1.[C:30]([OH:37])(=[O:36])/[CH:31]=[CH:32]\[C:33]([OH:35])=[O:34], predict the reaction product. The product is: [C:30]([OH:37])(=[O:36])/[CH:31]=[CH:32]\[C:33]([OH:35])=[O:34].[CH3:1][O:2][C:3]1[C:8]([CH3:9])=[C:7]([C:10]2[CH:11]=[CH:12][C:13]3[C:14]4[N:23]([C@H:24]5[CH2:28][CH2:27][O:26][CH2:25]5)[N:22]=[CH:21][C:15]=4[C:16](=[O:20])[NH:17][C:18]=3[CH:19]=2)[C:6]([CH3:29])=[CH:5][N:4]=1. (5) Given the reactants [F:1][C:2]([F:31])([F:30])[C:3]([NH:5][C:6]1[CH:7]=[C:8]([NH:12]/[C:13](=[C:20]2\[C:21](=[O:29])[NH:22][C:23]3[C:28]\2=[CH:27][CH:26]=[CH:25][CH:24]=3)/[C:14]2[CH:19]=[CH:18][CH:17]=[CH:16][CH:15]=2)[CH:9]=[CH:10][CH:11]=1)=[O:4].[C:32](=O)([O-])[O-].[K+].[K+].CI, predict the reaction product. The product is: [F:31][C:2]([F:1])([F:30])[C:3]([N:5]([C:6]1[CH:7]=[C:8]([NH:12]/[C:13](=[C:20]2\[C:21](=[O:29])[NH:22][C:23]3[C:28]\2=[CH:27][CH:26]=[CH:25][CH:24]=3)/[C:14]2[CH:19]=[CH:18][CH:17]=[CH:16][CH:15]=2)[CH:9]=[CH:10][CH:11]=1)[CH3:32])=[O:4]. (6) Given the reactants [OH:1][C:2]1[CH:7]=[CH:6][C:5]([C:8]2([C:19]3[CH:24]=[CH:23][C:22]([OH:25])=[CH:21][CH:20]=3)[C:16]3[C:11](=[C:12](I)[CH:13]=[CH:14][CH:15]=3)[NH:10][C:9]2=[O:18])=[CH:4][CH:3]=1.[CH3:26][N:27](C=O)C, predict the reaction product. The product is: [OH:1][C:2]1[CH:7]=[CH:6][C:5]([C:8]2([C:19]3[CH:24]=[CH:23][C:22]([OH:25])=[CH:21][CH:20]=3)[C:16]3[C:11](=[C:12]([C:26]#[N:27])[CH:13]=[CH:14][CH:15]=3)[NH:10][C:9]2=[O:18])=[CH:4][CH:3]=1.